From a dataset of Full USPTO retrosynthesis dataset with 1.9M reactions from patents (1976-2016). Predict the reactants needed to synthesize the given product. (1) Given the product [F:1][C:2]([F:20])([F:19])[O:3][C:4]1[CH:9]=[CH:8][C:7]([N:10]2[CH2:15][CH2:14][N:13]([C:16]([O:42][CH2:41][C@@:40]([OH:44])([CH3:43])[CH2:39][N:32]3[CH:33]=[C:34]([N+:36]([O-:38])=[O:37])[N:35]=[C:31]3[Cl:30])=[O:17])[CH2:12][CH2:11]2)=[CH:6][CH:5]=1, predict the reactants needed to synthesize it. The reactants are: [F:1][C:2]([F:20])([F:19])[O:3][C:4]1[CH:9]=[CH:8][C:7]([N:10]2[CH2:15][CH2:14][N:13]([C:16](Cl)=[O:17])[CH2:12][CH2:11]2)=[CH:6][CH:5]=1.C(N(CC)C(C)C)(C)C.[Cl:30][C:31]1[N:32]([CH2:39][C@:40]([OH:44])([CH3:43])[CH2:41][OH:42])[CH:33]=[C:34]([N+:36]([O-:38])=[O:37])[N:35]=1. (2) Given the product [Si:78]([O:85][CH2:86][CH2:87][N:88]([CH:89]([CH3:91])[CH3:90])[C:75]([C:54]1[C:53]([O:52][CH2:45][C:46]2[CH:47]=[CH:48][CH:49]=[CH:50][CH:51]=2)=[C:58]([OH:59])[N:57]=[C:56]([CH2:60][C:61]2([N:66]3[C:70]4=[N:71][CH:72]=[CH:73][CH:74]=[C:69]4[CH:68]=[CH:67]3)[CH2:62][CH2:63][CH2:64][CH2:65]2)[N:55]=1)=[O:76])([C:81]([CH3:84])([CH3:83])[CH3:82])([CH3:80])[CH3:79], predict the reactants needed to synthesize it. The reactants are: [Si](OCCN(C)C(C1C(OCC2C=CC=CC=2)=C(O)N=C(CC2(N3C4=NC=CC=C4C=C3)CCCC2)N=1)=O)(C(C)(C)C)(C)C.[CH2:45]([O:52][C:53]1[C:54]([C:75](O)=[O:76])=[N:55][C:56]([CH2:60][C:61]2([N:66]3[C:70]4=[N:71][CH:72]=[CH:73][CH:74]=[C:69]4[CH:68]=[CH:67]3)[CH2:65][CH2:64][CH2:63][CH2:62]2)=[N:57][C:58]=1[OH:59])[C:46]1[CH:51]=[CH:50][CH:49]=[CH:48][CH:47]=1.[Si:78]([O:85][CH2:86][CH2:87][NH:88][CH:89]([CH3:91])[CH3:90])([C:81]([CH3:84])([CH3:83])[CH3:82])([CH3:80])[CH3:79]. (3) Given the product [Cl:1][C:2]1[CH:3]=[C:4]([CH:9]=[CH:10][C:11]=1[O:12][CH2:20][CH:21]1[CH2:23][CH2:22]1)[C:5]([OH:7])=[O:6], predict the reactants needed to synthesize it. The reactants are: [Cl:1][C:2]1[CH:3]=[C:4]([CH:9]=[CH:10][C:11]=1[OH:12])[C:5]([O:7]C)=[O:6].C(=O)([O-])[O-].[K+].[K+].Br[CH2:20][CH:21]1[CH2:23][CH2:22]1. (4) Given the product [N:26]1[CH:27]=[CH:28][CH:29]=[C:24]([N:22]2[CH:23]=[C:19]([C:14]3[CH:13]=[CH:12][C:11]4[CH2:10][CH2:9][C:8]5=[C:2]([C:3]([O:5][CH2:6][CH3:7])=[O:4])[NH:31][N:32]=[C:17]5[C:16]=4[N:15]=3)[CH:20]=[N:21]2)[CH:25]=1, predict the reactants needed to synthesize it. The reactants are: O=[C:2]([CH:8]1[C:17](=O)[C:16]2[N:15]=[C:14]([C:19]3[CH:20]=[N:21][N:22]([C:24]4[CH:25]=[N:26][CH:27]=[CH:28][CH:29]=4)[CH:23]=3)[CH:13]=[CH:12][C:11]=2[CH2:10][CH2:9]1)[C:3]([O:5][CH2:6][CH3:7])=[O:4].O.[NH2:31][NH2:32].